This data is from Catalyst prediction with 721,799 reactions and 888 catalyst types from USPTO. The task is: Predict which catalyst facilitates the given reaction. (1) Product: [F:32][C:30]1[CH:29]=[C:28]([C:33]2[CH:38]=[CH:37][C:36]([C:39]([NH:53][C@H:52]([C:54]([O:56][CH3:57])=[O:55])[C@@H:51]([CH3:58])[O:50][C:47]([CH3:49])([CH3:48])[CH3:46])=[O:41])=[C:35]([N+:42]([O-:44])=[O:43])[CH:34]=2)[CH:27]=[C:26]([F:25])[CH:31]=1. The catalyst class is: 39. Reactant: CN(C(ON1N=NC2C=CC=NC1=2)=[N+](C)C)C.F[P-](F)(F)(F)(F)F.[F:25][C:26]1[CH:27]=[C:28]([C:33]2[CH:38]=[CH:37][C:36]([C:39]([OH:41])=O)=[C:35]([N+:42]([O-:44])=[O:43])[CH:34]=2)[CH:29]=[C:30]([F:32])[CH:31]=1.Cl.[CH3:46][C:47]([O:50][C@H:51]([CH3:58])[C@@H:52]([C:54]([O:56][CH3:57])=[O:55])[NH2:53])([CH3:49])[CH3:48].C(N(C(C)C)CC)(C)C. (2) Reactant: [Cl:1][C:2]1[CH:3]=[CH:4][C:5]([CH2:8][O:9][C:10]2[CH:15]=[CH:14][NH:13][C:12](=[O:16])[CH:11]=2)=[N:6][CH:7]=1.[NH2:17][C:18]1[CH:23]=[CH:22][C:21](I)=[CH:20][N:19]=1.C([O-])([O-])=O.[K+].[K+].OC1C=CC=C2C=1N=CC=C2. Product: [Cl:1][C:2]1[CH:3]=[CH:4][C:5]([CH2:8][O:9][C:10]2[CH:15]=[CH:14][N:13]([C:21]3[CH:20]=[N:19][C:18]([NH2:17])=[CH:23][CH:22]=3)[C:12](=[O:16])[CH:11]=2)=[N:6][CH:7]=1. The catalyst class is: 122. (3) Reactant: [NH2:1][C:2]1[CH:7]=[CH:6][C:5]([NH:8][C:9](=[O:15])/[CH:10]=[CH:11]\[C:12]([OH:14])=[O:13])=[CH:4][CH:3]=1.[OH-:16].[Na+:17]. Product: [OH2:13].[OH2:16].[NH2:1][C:2]1[CH:3]=[CH:4][C:5]([NH:8][C:9](=[O:15])/[CH:10]=[CH:11]\[C:12]([O-:14])=[O:13])=[CH:6][CH:7]=1.[Na+:17]. The catalyst class is: 6. (4) Reactant: C([O:3][C:4](=[O:20])[C:5]([C:7]1[CH:8]=[N:9][CH:10]=[CH:11][C:12]=1[NH:13]C(=O)C(C)(C)C)=O)C.[OH-].[K+].[C:23]([C:26]1[CH:31]=[CH:30][CH:29]=[CH:28][CH:27]=1)(=O)[CH3:24]. Product: [C:26]1([C:23]2[CH:24]=[C:5]([C:4]([OH:20])=[O:3])[C:7]3[C:12](=[CH:11][CH:10]=[N:9][CH:8]=3)[N:13]=2)[CH:31]=[CH:30][CH:29]=[CH:28][CH:27]=1. The catalyst class is: 494. (5) Reactant: [N:1]([C:4]1[C:5]2[NH:12][CH:11]=[C:10]([C@@H:13]3[N:17]([C:18]([O:20][C:21]([CH3:24])([CH3:23])[CH3:22])=[O:19])[C@H:16]([CH2:25][O:26][C:27](=[O:41])[C@@H:28]([NH:33][C:34]([O:36][C:37]([CH3:40])([CH3:39])[CH3:38])=[O:35])[C@@H:29]([CH3:32])[CH2:30][CH3:31])[C@H:15]4[O:42][C:43]([CH3:46])([CH3:45])[O:44][C@@H:14]34)[C:6]=2[N:7]=[CH:8][N:9]=1)=[N+]=[N-].C(OC(=O)C)C.CO. Product: [NH2:1][C:4]1[C:5]2[NH:12][CH:11]=[C:10]([C@@H:13]3[N:17]([C:18]([O:20][C:21]([CH3:24])([CH3:23])[CH3:22])=[O:19])[C@H:16]([CH2:25][O:26][C:27](=[O:41])[C@@H:28]([NH:33][C:34]([O:36][C:37]([CH3:40])([CH3:39])[CH3:38])=[O:35])[C@@H:29]([CH3:32])[CH2:30][CH3:31])[C@H:15]4[O:42][C:43]([CH3:45])([CH3:46])[O:44][C@@H:14]34)[C:6]=2[N:7]=[CH:8][N:9]=1. The catalyst class is: 19.